From a dataset of PAMPA (Parallel Artificial Membrane Permeability Assay) permeability data from NCATS. Regression/Classification. Given a drug SMILES string, predict its absorption, distribution, metabolism, or excretion properties. Task type varies by dataset: regression for continuous measurements (e.g., permeability, clearance, half-life) or binary classification for categorical outcomes (e.g., BBB penetration, CYP inhibition). Dataset: pampa_ncats. (1) The molecule is C1CN(CCC1C(=O)N)C2=NC(=CS2)C3=CN=CC=C3. The result is 1 (high permeability). (2) The drug is COC1=CC=CC=C1CNS(=O)(=O)C2=CC=C(C=C2)C3=CN=C(O3)C4CC4. The result is 1 (high permeability). (3) The molecule is C[C@H]1CN(C[C@@H]1C2=NC(=NO2)C3=CC=CC=C3)C(=O)NC4=CC=C(C=C4)F. The result is 1 (high permeability). (4) The molecule is C1=CC(=CC(=C1)Cl)C2=CC=C(C=C2)C3=NN=C(O3)CCCC4=NC5=C(C=CC=N5)C=C4. The result is 1 (high permeability). (5) The drug is C1CC(CCC1CCN2CCC3=C(C2)C=CC(=C3)C#N)NC(=O)C4=CC=NC5=CC=CC=C45. The result is 1 (high permeability). (6) The compound is C1=CC=C2C(=C1)C(=NC(=N2)C3=CC=NC=C3)OC4=CC(=C(C=C4)F)F. The result is 1 (high permeability). (7) The drug is CC1=C(C(=O)N2C=CSC2=N1)S(=O)(=O)NC3=CC=C(C=C3)C(=O)OC. The result is 1 (high permeability). (8) The drug is C1=CN(C(=O)C(=C1)C(=O)NC2=CC(=C(C=C2)OC3=C4C=CNC4=NC=C3)F)C5=CC=C(C=C5)F. The result is 1 (high permeability). (9) The compound is CC1=CC=C(C=C1)S(=O)(=O)NC2=C(C=CN=C2)C(=O)NC3=CC=C(C=C3)N4C=NC=N4. The result is 0 (low-to-moderate permeability). (10) The drug is CC(C)C(=O)N1CCC2=C(C1C3=CC(=CC=C3)F)C=C(C=C2)OCC4=NC(=CO4)C(=O)N5CCCC5. The result is 1 (high permeability).